From a dataset of Forward reaction prediction with 1.9M reactions from USPTO patents (1976-2016). Predict the product of the given reaction. (1) Given the reactants [C:1]1([CH2:7][N:8]2[CH2:13][C:12](=[O:14])[N:11]([CH2:15][C:16]3[CH:21]=[CH:20][CH:19]=[CH:18][CH:17]=3)[CH2:10][C:9]2=[O:22])[CH:6]=[CH:5][CH:4]=[CH:3][CH:2]=1.C([N-]C(C)C)(C)C.[Li+].[O:31]=[C:32]1[CH2:35][N:34]([C:36]([O:38][C:39]([CH3:42])([CH3:41])[CH3:40])=[O:37])[CH2:33]1, predict the reaction product. The product is: [O:14]=[C:12]1[N:11]([CH2:15][C:16]2[CH:21]=[CH:20][CH:19]=[CH:18][CH:17]=2)[CH2:10][C:9](=[O:22])[N:8]([CH2:7][C:1]2[CH:2]=[CH:3][CH:4]=[CH:5][CH:6]=2)[CH:13]1[C:32]1([OH:31])[CH2:33][N:34]([C:36]([O:38][C:39]([CH3:41])([CH3:40])[CH3:42])=[O:37])[CH2:35]1. (2) Given the reactants [CH3:1][O:2][C:3]1[CH:4]=[C:5]([NH:20][C:21]2[N:26]=[C:25]([O:27][C:28]3[C:37]4[C:32](=[CH:33][CH:34]=[CH:35][CH:36]=4)[C:31]([NH:38][C:39](=[O:47])OC4C=CC=CC=4)=[CH:30][CH:29]=3)[CH:24]=[CH:23][N:22]=2)[CH:6]=[C:7]([O:9][CH2:10][CH2:11][O:12][CH2:13][CH2:14][O:15][CH2:16][CH2:17][O:18][CH3:19])[CH:8]=1.[NH2:48][C:49]1[C:50]([O:62][CH3:63])=[C:51]([CH:55]=[C:56]([C:58]([CH3:61])([CH3:60])[CH3:59])[CH:57]=1)[C:52]([OH:54])=[O:53], predict the reaction product. The product is: [C:58]([C:56]1[CH:57]=[C:49]([NH:48][C:39]([NH:38][C:31]2[C:32]3[C:37](=[CH:36][CH:35]=[CH:34][CH:33]=3)[C:28]([O:27][C:25]3[CH:24]=[CH:23][N:22]=[C:21]([NH:20][C:5]4[CH:6]=[C:7]([O:9][CH2:10][CH2:11][O:12][CH2:13][CH2:14][O:15][CH2:16][CH2:17][O:18][CH3:19])[CH:8]=[C:3]([O:2][CH3:1])[CH:4]=4)[N:26]=3)=[CH:29][CH:30]=2)=[O:47])[C:50]([O:62][CH3:63])=[C:51]([CH:55]=1)[C:52]([OH:54])=[O:53])([CH3:61])([CH3:59])[CH3:60]. (3) Given the reactants [C:1]([O:5][C:6]([NH:8][C:9]1[CH:10]=[C:11](/[CH:16]=[CH:17]/[C:18]([O:20][CH2:21][CH3:22])=[O:19])[CH:12]=[CH:13][C:14]=1[Cl:15])=[O:7])([CH3:4])([CH3:3])[CH3:2].[H][H], predict the reaction product. The product is: [C:1]([O:5][C:6]([NH:8][C:9]1[CH:10]=[C:11]([CH2:16][CH2:17][C:18]([O:20][CH2:21][CH3:22])=[O:19])[CH:12]=[CH:13][C:14]=1[Cl:15])=[O:7])([CH3:4])([CH3:3])[CH3:2]. (4) Given the reactants [NH2:1][C:2]([NH2:4])=[S:3].[C:5]([O:8][CH2:9][CH:10]([CH2:16][O:17][C:18](=[O:20])[CH3:19])[CH2:11][C:12](=O)[CH2:13]Br)(=[O:7])[CH3:6], predict the reaction product. The product is: [C:5]([O:8][CH2:9][CH:10]([CH2:11][C:12]1[N:1]=[C:2]([NH2:4])[S:3][CH:13]=1)[CH2:16][O:17][C:18](=[O:20])[CH3:19])(=[O:7])[CH3:6]. (5) Given the reactants [CH3:1][C:2]1[O:6][N:5]=[C:4]([C:7]2[CH:12]=[CH:11][CH:10]=[CH:9][CH:8]=2)[C:3]=1[C:13]([NH:15][NH2:16])=[O:14].[I:17][C:18]1[CH:26]=[CH:25][C:21]([C:22](O)=O)=[CH:20][CH:19]=1, predict the reaction product. The product is: [I:17][C:18]1[CH:26]=[CH:25][C:21]([C:22]2[O:14][C:13]([C:3]3[C:4]([C:7]4[CH:12]=[CH:11][CH:10]=[CH:9][CH:8]=4)=[N:5][O:6][C:2]=3[CH3:1])=[N:15][N:16]=2)=[CH:20][CH:19]=1. (6) Given the reactants [C:1]([C:4]1[CH:5]=[C:6]([C:9]([NH:11][CH2:12]/[CH:13]=[CH:14]/[C:15]([O:17][CH2:18][CH3:19])=[O:16])=[O:10])[NH:7][CH:8]=1)(=[O:3])[CH3:2], predict the reaction product. The product is: [C:1]([C:4]1[CH:5]=[C:6]2[C:9](=[O:10])[NH:11][CH2:12][CH:13]([CH2:14][C:15]([O:17][CH2:18][CH3:19])=[O:16])[N:7]2[CH:8]=1)(=[O:3])[CH3:2]. (7) Given the reactants [NH2:1][C:2](=[O:15])[C@H:3]([NH:7]C(=O)OC(C)(C)C)[CH2:4][O:5][CH3:6].[ClH:16], predict the reaction product. The product is: [ClH:16].[NH2:7][C@H:3]([CH2:4][O:5][CH3:6])[C:2]([NH2:1])=[O:15]. (8) The product is: [F:21][C:2]([F:1])([F:20])[C:3]1[CH:4]=[C:5]([C@H:13]2[O:17][C:16](=[O:18])[N:15]([CH2:25][C:26]3[CH:31]=[C:30]([C:32]([F:33])([F:35])[F:34])[CH:29]=[CH:28][C:27]=3[I:36])[C@H:14]2[CH3:19])[CH:6]=[C:7]([C:9]([F:10])([F:11])[F:12])[CH:8]=1. Given the reactants [F:1][C:2]([F:21])([F:20])[C:3]1[CH:4]=[C:5]([C@H:13]2[O:17][C:16](=[O:18])[NH:15][C@H:14]2[CH3:19])[CH:6]=[C:7]([C:9]([F:12])([F:11])[F:10])[CH:8]=1.[H-].[Na+].Br[CH2:25][C:26]1[CH:31]=[C:30]([C:32]([F:35])([F:34])[F:33])[CH:29]=[CH:28][C:27]=1[I:36], predict the reaction product.